This data is from Catalyst prediction with 721,799 reactions and 888 catalyst types from USPTO. The task is: Predict which catalyst facilitates the given reaction. (1) Reactant: [NH:1]1[C:9]2[C:4](=[CH:5][C:6]([C:10]3[C:19]([N:20]([CH:22]([CH3:24])[CH3:23])[CH3:21])=[N:18][C:17]4[C:12](=[CH:13][CH:14]=[C:15]([C:25]([O:27]C)=[O:26])[CH:16]=4)[N:11]=3)=[CH:7][CH:8]=2)[CH:3]=[N:2]1.O[Li].O.Cl. Product: [NH:1]1[C:9]2[C:4](=[CH:5][C:6]([C:10]3[C:19]([N:20]([CH:22]([CH3:24])[CH3:23])[CH3:21])=[N:18][C:17]4[C:12](=[CH:13][CH:14]=[C:15]([C:25]([OH:27])=[O:26])[CH:16]=4)[N:11]=3)=[CH:7][CH:8]=2)[CH:3]=[N:2]1. The catalyst class is: 24. (2) Reactant: [N:1]([CH2:4][C:5]([N:7]([CH2:14][C:15]1[CH:20]=[CH:19][CH:18]=[CH:17][CH:16]=1)[C@@H:8]([CH:10]1[CH2:13][CH2:12][CH2:11]1)[CH3:9])=[O:6])=[N+]=[N-].C1C=CC(P(C2C=CC=CC=2)C2C=CC=CC=2)=CC=1. Product: [NH2:1][CH2:4][C:5]([N:7]([CH2:14][C:15]1[CH:16]=[CH:17][CH:18]=[CH:19][CH:20]=1)[C@@H:8]([CH:10]1[CH2:11][CH2:12][CH2:13]1)[CH3:9])=[O:6]. The catalyst class is: 20. (3) Reactant: B(Br)(Br)Br.C(Cl)Cl.[CH2:8]([N:15]1[CH2:20][CH2:19][CH:18]([NH:21][C:22]2[CH:30]=[CH:29][C:25]([C:26]([NH2:28])=[O:27])=[C:24]([O:31]C)[CH:23]=2)[CH2:17][CH2:16]1)[C:9]1[CH:14]=[CH:13][CH:12]=[CH:11][CH:10]=1.O. Product: [CH2:8]([N:15]1[CH2:20][CH2:19][CH:18]([NH:21][C:22]2[CH:30]=[CH:29][C:25]([C:26]([NH2:28])=[O:27])=[C:24]([OH:31])[CH:23]=2)[CH2:17][CH2:16]1)[C:9]1[CH:10]=[CH:11][CH:12]=[CH:13][CH:14]=1. The catalyst class is: 2. (4) Reactant: [Li+].C[Si]([N-][Si](C)(C)C)(C)C.[P:11]([O-:18])([O:15][CH2:16][CH3:17])[O:12][CH2:13][CH3:14].Br[CH2:20][C:21]#[C:22][Si:23]([CH3:26])([CH3:25])[CH3:24]. Product: [CH3:24][Si:23]([CH3:26])([CH3:25])[C:22]#[C:21][CH2:20][P:11](=[O:18])([O:15][CH2:16][CH3:17])[O:12][CH2:13][CH3:14]. The catalyst class is: 1. (5) Reactant: Cl[C:2]1[N:7]=[C:6]2[CH2:8][CH2:9][CH2:10][C:5]2=[C:4]([Cl:11])[CH:3]=1.C([Sn](CCCC)(CCCC)[C:17]1[O:18][CH:19]=[CH:20][CH:21]=1)CCC. Product: [Cl:11][C:4]1[CH:3]=[C:2]([C:17]2[O:18][CH:19]=[CH:20][CH:21]=2)[N:7]=[C:6]2[CH2:8][CH2:9][CH2:10][C:5]=12. The catalyst class is: 77. (6) Reactant: [OH:1][C:2]1[CH:3]=[CH:4][C:5]2[O:10][CH2:9][C:8](=[O:11])[NH:7][C:6]=2[CH:12]=1.C(=O)([O-])[O-].[K+].[K+].[Br:19][CH2:20][CH2:21][CH2:22][CH2:23]Br. Product: [Br:19][CH2:20][CH2:21][CH2:22][CH2:23][O:1][C:2]1[CH:3]=[CH:4][C:5]2[O:10][CH2:9][C:8](=[O:11])[NH:7][C:6]=2[CH:12]=1. The catalyst class is: 10. (7) Reactant: Br[CH:2]([CH3:15])[C:3]([C:5]1[C:14]2[C:9](=[CH:10][CH:11]=[CH:12][CH:13]=2)[CH:8]=[CH:7][CH:6]=1)=[O:4].[C:16]([O-:19])(=[O:18])[CH3:17].[Na+]. Product: [C:16]([O:19][CH:2]([CH3:15])[C:3]([C:5]1[C:14]2[C:9](=[CH:10][CH:11]=[CH:12][CH:13]=2)[CH:8]=[CH:7][CH:6]=1)=[O:4])(=[O:18])[CH3:17]. The catalyst class is: 8. (8) Reactant: Br[C:2]1[CH:24]=[CH:23][C:5]([O:6][C:7]2[CH:8]=[C:9]3[C:13](=[CH:14][C:15]=2[F:16])[N:12]([CH:17]2[CH2:22][CH2:21][CH2:20][CH2:19][O:18]2)[N:11]=[CH:10]3)=[C:4]([F:25])[CH:3]=1.[C:26](=[NH:39])([C:33]1[CH:38]=[CH:37][CH:36]=[CH:35][CH:34]=1)[C:27]1[CH:32]=[CH:31][CH:30]=[CH:29][CH:28]=1.C1(P(C2C=CC=CC=2)C2C3OC4C(=CC=CC=4P(C4C=CC=CC=4)C4C=CC=CC=4)C(C)(C)C=3C=CC=2)C=CC=CC=1.C([O-])([O-])=O.[Cs+].[Cs+]. Product: [C:33]1([C:26]([C:27]2[CH:28]=[CH:29][CH:30]=[CH:31][CH:32]=2)=[N:39][C:2]2[CH:24]=[CH:23][C:5]([O:6][C:7]3[CH:8]=[C:9]4[C:13](=[CH:14][C:15]=3[F:16])[N:12]([CH:17]3[CH2:22][CH2:21][CH2:20][CH2:19][O:18]3)[N:11]=[CH:10]4)=[C:4]([F:25])[CH:3]=2)[CH:34]=[CH:35][CH:36]=[CH:37][CH:38]=1. The catalyst class is: 62.